From a dataset of Full USPTO retrosynthesis dataset with 1.9M reactions from patents (1976-2016). Predict the reactants needed to synthesize the given product. (1) Given the product [CH:26]1([NH:25][C:23](=[O:24])[C:22]2[CH:29]=[CH:30][CH:31]=[C:20]([B:9]3[O:10][C:11]([CH3:16])([CH3:17])[C:12]([CH3:14])([CH3:15])[O:13]3)[CH:21]=2)[CH2:27][CH2:28]1, predict the reactants needed to synthesize it. The reactants are: [CH3:16][C:11]1([CH3:17])[C:12]([CH3:15])([CH3:14])[O:13][B:9]([B:9]2[O:13][C:12]([CH3:15])([CH3:14])[C:11]([CH3:17])([CH3:16])[O:10]2)[O:10]1.Br[C:20]1[CH:21]=[C:22]([CH:29]=[CH:30][CH:31]=1)[C:23]([NH:25][CH:26]1[CH2:28][CH2:27]1)=[O:24].C([O-])(=O)C.[K+]. (2) The reactants are: Br[C:2]1[S:3][C:4]2[CH:10]=[C:9]([Br:11])[CH:8]=[CH:7][C:5]=2[N:6]=1.C([Li])CCC.[CH:17]1([C:20]2[O:24][N:23]=[C:22]([C:25]3[C:30]([Cl:31])=[CH:29][CH:28]=[CH:27][C:26]=3[Cl:32])[C:21]=2[CH2:33][O:34][CH:35]2[CH2:39][CH2:38][C:37](=[O:40])[CH2:36]2)[CH2:19][CH2:18]1. Given the product [Br:11][C:9]1[CH:8]=[CH:7][C:5]2[N:6]=[C:2]([C:37]3([OH:40])[CH2:38][CH2:39][CH:35]([O:34][CH2:33][C:21]4[C:22]([C:25]5[C:30]([Cl:31])=[CH:29][CH:28]=[CH:27][C:26]=5[Cl:32])=[N:23][O:24][C:20]=4[CH:17]4[CH2:19][CH2:18]4)[CH2:36]3)[S:3][C:4]=2[CH:10]=1, predict the reactants needed to synthesize it. (3) Given the product [CH2:14]([O:1][C:2]1[CH:11]=[CH:10][C:9]([CH3:12])=[CH:8][C:3]=1[C:4]([O:6][CH3:7])=[O:5])[CH3:15], predict the reactants needed to synthesize it. The reactants are: [OH:1][C:2]1[CH:11]=[CH:10][C:9]([CH3:12])=[CH:8][C:3]=1[C:4]([O:6][CH3:7])=[O:5].I[CH2:14][CH3:15].C(=O)([O-])[O-].[K+].[K+]. (4) The reactants are: [CH2:1]([C:3]1C=C[C:6]([CH2:7][S:8][C:9]2[CH:10]=[C:11]([O:19][CH2:20][O:21][CH3:22])[C:12](=[O:18])[N:13]([CH2:15][O:16][CH3:17])[CH:14]=2)=[CH:5][CH:4]=1)C.ClCC1C=CC=C[N:28]=1. Given the product [CH3:22][O:21][CH2:20][O:19][C:11]1[C:12](=[O:18])[N:13]([CH2:15][O:16][CH3:17])[CH:14]=[C:9]([S:8][CH2:7][C:6]2[CH:5]=[CH:4][CH:3]=[CH:1][N:28]=2)[CH:10]=1, predict the reactants needed to synthesize it. (5) Given the product [Cl:12][C:13]1[CH:18]=[C:17]([O:19][CH3:20])[CH:16]=[CH:15][C:14]=1/[C:21](/[CH:51]1[CH2:54][CH2:53][CH2:52]1)=[C:22](\[C:39]1[CH:40]=[CH:41][C:42](/[CH:45]=[CH:46]/[C:47]2[NH:48][C:55](=[O:56])[O:50][N:49]=2)=[CH:43][CH:44]=1)/[C:23]1[CH:24]=[C:25]2[C:29](=[CH:30][CH:31]=1)[N:28]([CH:32]1[CH2:37][CH2:36][CH2:35][CH2:34][O:33]1)[N:27]=[C:26]2[F:38], predict the reactants needed to synthesize it. The reactants are: N12CCCN=C1CCCCC2.[Cl:12][C:13]1[CH:18]=[C:17]([O:19][CH3:20])[CH:16]=[CH:15][C:14]=1/[C:21](/[CH:51]1[CH2:54][CH2:53][CH2:52]1)=[C:22](\[C:39]1[CH:44]=[CH:43][C:42](/[CH:45]=[CH:46]/[C:47](=[N:49]/[OH:50])/[NH2:48])=[CH:41][CH:40]=1)/[C:23]1[CH:24]=[C:25]2[C:29](=[CH:30][CH:31]=1)[N:28]([CH:32]1[CH2:37][CH2:36][CH2:35][CH2:34][O:33]1)[N:27]=[C:26]2[F:38].[C:55](N1C=CN=C1)(N1C=CN=C1)=[O:56].